This data is from Reaction yield outcomes from USPTO patents with 853,638 reactions. The task is: Predict the reaction yield, written as a fraction of the theoretical maximum amount of product (1.0 means a 100% yield; for example, 0.34 means a 34% yield). The reactants are [Br:1][C:2]1[CH:7]=[CH:6][C:5]([N:8]2[C:12](=[O:13])[NH:11][N:10]=[CH:9]2)=[C:4]([F:14])[CH:3]=1.[H-].[Na+].Br[CH2:18][CH2:19][NH:20][C:21](=[O:27])[O:22][C:23]([CH3:26])([CH3:25])[CH3:24]. The catalyst is CN(C)C=O. The product is [Br:1][C:2]1[CH:7]=[CH:6][C:5]([N:8]2[C:12](=[O:13])[N:11]([CH2:18][CH2:19][NH:20][C:21](=[O:27])[O:22][C:23]([CH3:26])([CH3:25])[CH3:24])[N:10]=[CH:9]2)=[C:4]([F:14])[CH:3]=1. The yield is 0.512.